Regression. Given a peptide amino acid sequence and an MHC pseudo amino acid sequence, predict their binding affinity value. This is MHC class I binding data. From a dataset of Peptide-MHC class I binding affinity with 185,985 pairs from IEDB/IMGT. The peptide sequence is IQCAGSEEK. The MHC is HLA-B07:02 with pseudo-sequence HLA-B07:02. The binding affinity (normalized) is 0.0523.